Task: Predict the reaction yield, written as a fraction of the theoretical maximum amount of product (1.0 means a 100% yield; for example, 0.34 means a 34% yield).. Dataset: Reaction yield outcomes from USPTO patents with 853,638 reactions (1) The reactants are [F:1][C:2]([F:12])([F:11])[C:3]1[CH:10]=[CH:9][C:6]([CH:7]=[O:8])=[CH:5][CH:4]=1.C(=O)([O-])[O-].[K+].[K+].[F:19][C:20]([Si](C)(C)C)([F:22])[F:21]. The catalyst is CN(C)C=O. The product is [F:1][C:2]([F:11])([F:12])[C:3]1[CH:10]=[CH:9][C:6]([CH:7]([OH:8])[C:20]([F:22])([F:21])[F:19])=[CH:5][CH:4]=1. The yield is 0.570. (2) The reactants are Cl[C:2]1[CH:3]=[CH:4][C:5]([N+:9]([O-:11])=[O:10])=[C:6](F)[CH:7]=1.[C:12]([O:21][CH3:22])(=[O:20])[C:13]1[C:14](=[CH:16][CH:17]=[CH:18][CH:19]=1)[SH:15].C([O-])([O-])=O.[Cs+].[Cs+].C(Cl)[Cl:30]. The catalyst is CN(C=O)C. The product is [CH3:22][O:21][C:12](=[O:20])[C:13]1[CH:19]=[CH:18][CH:17]=[CH:16][C:14]=1[S:15][C:6]1[CH:7]=[CH:2][C:3]([Cl:30])=[CH:4][C:5]=1[N+:9]([O-:11])=[O:10]. The yield is 0.920. (3) The reactants are [NH2:1][CH2:2][CH:3]([OH:6])[CH2:4][OH:5].Cl[C:8]1[N:13]=[CH:12][C:11]2[C:14](=[C:23]3[C:31]4[C:26](=[CH:27][CH:28]=[CH:29][CH:30]=4)[NH:25][C:24]3=[O:32])[O:15][CH:16]([C:17]3[CH:22]=[CH:21][CH:20]=[CH:19][CH:18]=3)[C:10]=2[C:9]=1[Cl:33].[CH:34](O)(C)C. No catalyst specified. The product is [Cl:33][C:9]1[C:10]2[CH:16]([C:17]([CH:22]=[CH:21][CH3:34])=[CH:18][CH:19]=[CH2:20])[O:15][C:14](=[C:23]3[C:31]4[C:26](=[CH:27][CH:28]=[CH:29][CH:30]=4)[NH:25][C:24]3=[O:32])[C:11]=2[CH:12]=[N:13][C:8]=1[NH:1][CH2:2][CH:3]([OH:6])[CH2:4][OH:5]. The yield is 0.500. (4) The reactants are CN(C)C=O.[CH3:6][C@@:7]1([CH2:10][N:11]2[CH:15]=[C:14]([N+:16]([O-:18])=[O:17])[N:13]=[C:12]2[S:19][C:20]2[CH:25]=[CH:24][C:23]([N+:26]([O-:28])=[O:27])=[CH:22][CH:21]=2)[CH2:9][O:8]1.[N:29]1([C:35]([O:37][CH2:38][CH:39]=[CH:40][C:41]2[CH:46]=[CH:45][C:44]([C:47]([F:50])([F:49])[F:48])=[CH:43][CH:42]=2)=[O:36])[CH2:34][CH2:33][NH:32][CH2:31][CH2:30]1.O. The catalyst is C(OCC)(=O)C. The product is [N+:16]([C:14]1[N:13]=[C:12]([S:19][C:20]2[CH:25]=[CH:24][C:23]([N+:26]([O-:28])=[O:27])=[CH:22][CH:21]=2)[N:11]([CH2:10][C@:7]([OH:8])([CH3:6])[CH2:9][N:32]2[CH2:31][CH2:30][N:29]([C:35]([O:37][CH2:38][CH:39]=[CH:40][C:41]3[CH:46]=[CH:45][C:44]([C:47]([F:49])([F:50])[F:48])=[CH:43][CH:42]=3)=[O:36])[CH2:34][CH2:33]2)[CH:15]=1)([O-:18])=[O:17]. The yield is 0.900. (5) The yield is 0.770. The reactants are Cl[C:2]1[CH:3]=[CH:4][C:5]([N+:9]([O-:11])=[O:10])=[C:6]([CH:8]=1)[NH2:7].[NH:12]1[CH2:17][CH2:16][O:15][CH2:14][CH2:13]1.C(N(CC)CC)C. The product is [O:15]1[CH2:16][CH2:17][N:12]([C:2]2[CH:3]=[CH:4][C:5]([N+:9]([O-:11])=[O:10])=[C:6]([CH:8]=2)[NH2:7])[CH2:13][CH2:14]1. The catalyst is CN1C(=O)CCC1. (6) The reactants are [NH2:1][C:2]1[CH:7]=[CH:6][CH:5]=[CH:4][CH:3]=1.C[Al](C)C.C([NH:15][C:16]1[C:21]([C:22](OCC)=[O:23])=[CH:20][N:19]=[CH:18][N:17]=1)(=O)C. The catalyst is C(Cl)Cl. The product is [NH2:15][C:16]1[C:21]([C:22]([NH:1][C:2]2[CH:7]=[CH:6][CH:5]=[CH:4][CH:3]=2)=[O:23])=[CH:20][N:19]=[CH:18][N:17]=1. The yield is 0.240. (7) The reactants are [CH2:1]([C:3]1[C:8](=[O:9])[NH:7][C:6]([CH3:10])=[C:5]([C:11]2[S:15][C:14]([S:16](Cl)(=[O:18])=[O:17])=[CH:13][CH:12]=2)[CH:4]=1)[CH3:2].[NH2:20][CH2:21][CH2:22][NH:23][C:24](=[O:26])[CH3:25]. No catalyst specified. The product is [CH2:1]([C:3]1[C:8](=[O:9])[NH:7][C:6]([CH3:10])=[C:5]([C:11]2[S:15][C:14]([S:16]([NH:20][CH2:21][CH2:22][NH:23][C:24](=[O:26])[CH3:25])(=[O:18])=[O:17])=[CH:13][CH:12]=2)[CH:4]=1)[CH3:2]. The yield is 0.710.